The task is: Regression. Given a peptide amino acid sequence and an MHC pseudo amino acid sequence, predict their binding affinity value. This is MHC class I binding data.. This data is from Peptide-MHC class I binding affinity with 185,985 pairs from IEDB/IMGT. The peptide sequence is APAKKAAAK. The MHC is HLA-A69:01 with pseudo-sequence HLA-A69:01. The binding affinity (normalized) is 0.0847.